This data is from Full USPTO retrosynthesis dataset with 1.9M reactions from patents (1976-2016). The task is: Predict the reactants needed to synthesize the given product. (1) Given the product [NH:2]1[CH:6]=[CH:5][N:4]=[C:3]1[CH2:7][CH:8]1[CH2:12][S:11][C:10]([NH2:13])=[N:9]1, predict the reactants needed to synthesize it. The reactants are: Cl.[NH:2]1[CH:6]=[CH:5][N:4]=[C:3]1[CH2:7][CH:8]1[CH2:12][S:11][C:10]([NH:13]C(=O)OC(C)(C)C)=[N:9]1.CO. (2) Given the product [Cl:1][C:2]1[CH:7]=[C:6]([C:8]2[CH:13]=[N:12][CH:11]=[C:10]([CH3:14])[N:9]=2)[CH:5]=[CH:4][C:3]=1[C:15]1[C:26](=[O:27])[N:25]([CH2:28][C:29]([N:35]2[CH2:36][CH2:37][CH:33]([OH:32])[CH2:34]2)=[O:30])[C:18]2[N:19]=[C:20]([NH:23][CH3:24])[N:21]=[CH:22][C:17]=2[CH:16]=1, predict the reactants needed to synthesize it. The reactants are: [Cl:1][C:2]1[CH:7]=[C:6]([C:8]2[CH:13]=[N:12][CH:11]=[C:10]([CH3:14])[N:9]=2)[CH:5]=[CH:4][C:3]=1[C:15]1[C:26](=[O:27])[N:25]([CH2:28][C:29](O)=[O:30])[C:18]2[N:19]=[C:20]([NH:23][CH3:24])[N:21]=[CH:22][C:17]=2[CH:16]=1.[OH:32][CH:33]1[CH2:37][CH2:36][NH:35][CH2:34]1. (3) Given the product [CH:1]1([CH2:4][O:5][C:6]2[CH:11]=[C:10]([F:12])[C:9]([O:13][CH3:14])=[CH:8][C:7]=2[C:15]2[C:16]3[N:23]([CH2:31][O:32][CH2:33][CH2:34][Si:35]([CH3:38])([CH3:37])[CH3:36])[C:22]([CH3:24])=[C:21]([C:25]([O:27][CH2:28][CH3:29])=[O:26])[C:17]=3[N:18]=[CH:19][N:20]=2)[CH2:3][CH2:2]1, predict the reactants needed to synthesize it. The reactants are: [CH:1]1([CH2:4][O:5][C:6]2[CH:11]=[C:10]([F:12])[C:9]([O:13][CH3:14])=[CH:8][C:7]=2[C:15]2[C:16]3[NH:23][C:22]([CH3:24])=[C:21]([C:25]([O:27][CH2:28][CH3:29])=[O:26])[C:17]=3[N:18]=[CH:19][N:20]=2)[CH2:3][CH2:2]1.Cl[CH2:31][O:32][CH2:33][CH2:34][Si:35]([CH3:38])([CH3:37])[CH3:36]. (4) Given the product [CH2:7]([O:6][C:4]([C:3]1[N:39]=[C:37]([CH2:36][C:24]2[N:23]([S:20]([C:16]3[CH:17]=[CH:18][CH:19]=[C:14]([C:11]([CH3:13])([CH3:12])[CH3:10])[CH:15]=3)(=[O:22])=[O:21])[C:31]3[C:26]([CH:25]=2)=[CH:27][C:28]([C:32]([F:34])([F:33])[F:35])=[CH:29][CH:30]=3)[S:38][CH:2]=1)=[O:5])[CH3:8], predict the reactants needed to synthesize it. The reactants are: Br[CH2:2][C:3](=O)[C:4]([O:6][CH2:7][CH3:8])=[O:5].[CH3:10][C:11]([C:14]1[CH:15]=[C:16]([S:20]([N:23]2[C:31]3[C:26](=[CH:27][C:28]([C:32]([F:35])([F:34])[F:33])=[CH:29][CH:30]=3)[CH:25]=[C:24]2[CH2:36][C:37]([NH2:39])=[S:38])(=[O:22])=[O:21])[CH:17]=[CH:18][CH:19]=1)([CH3:13])[CH3:12].